This data is from Catalyst prediction with 721,799 reactions and 888 catalyst types from USPTO. The task is: Predict which catalyst facilitates the given reaction. (1) Reactant: [CH2:1]([N:8]1[C:12]([CH:13]2[CH2:15][CH2:14]2)=[C:11]([C:16]2[CH:17]=[C:18]3[C:22](=[CH:23][CH:24]=2)[NH:21][N:20]=[C:19]3[NH2:25])[N:10]=[N:9]1)[C:2]1[CH:7]=[CH:6][CH:5]=[CH:4][CH:3]=1.C(O)(=O)C.[CH:30](=O)[C:31]1[CH:36]=[CH:35][CH:34]=[CH:33][CH:32]=1.C(O[BH-](OC(=O)C)OC(=O)C)(=O)C.[Na+]. Product: [CH2:30]([NH:25][C:19]1[C:18]2[C:22](=[CH:23][CH:24]=[C:16]([C:11]3[N:10]=[N:9][N:8]([CH2:1][C:2]4[CH:7]=[CH:6][CH:5]=[CH:4][CH:3]=4)[C:12]=3[CH:13]3[CH2:15][CH2:14]3)[CH:17]=2)[NH:21][N:20]=1)[C:31]1[CH:36]=[CH:35][CH:34]=[CH:33][CH:32]=1. The catalyst class is: 9. (2) Reactant: C[O:2][C:3](=[O:27])[C@@H:4]([NH:6][C:7]([N:9]1[CH2:14][CH2:13][N:12]([C:15]2[C:24]3[C:19](=[CH:20][C:21]([Cl:25])=[CH:22][CH:23]=3)[N:18]=[C:17]([NH2:26])[CH:16]=2)[CH2:11][CH2:10]1)=[O:8])[CH3:5].[Li+].[OH-].Cl. Product: [NH2:26][C:17]1[CH:16]=[C:15]([N:12]2[CH2:13][CH2:14][N:9]([C:7]([NH:6][C@@H:4]([CH3:5])[C:3]([OH:27])=[O:2])=[O:8])[CH2:10][CH2:11]2)[C:24]2[C:19](=[CH:20][C:21]([Cl:25])=[CH:22][CH:23]=2)[N:18]=1. The catalyst class is: 731.